Dataset: Peptide-MHC class II binding affinity with 134,281 pairs from IEDB. Task: Regression. Given a peptide amino acid sequence and an MHC pseudo amino acid sequence, predict their binding affinity value. This is MHC class II binding data. (1) The peptide sequence is EQIGWMTNNPPIPVGEI. The MHC is DRB1_0101 with pseudo-sequence DRB1_0101. The binding affinity (normalized) is 0.158. (2) The peptide sequence is PLALKEFKDFAAGRK. The MHC is DRB1_1302 with pseudo-sequence DRB1_1302. The binding affinity (normalized) is 0.0865. (3) The peptide sequence is INEPTAAAIAIGLDR. The MHC is HLA-DQA10501-DQB10301 with pseudo-sequence HLA-DQA10501-DQB10301. The binding affinity (normalized) is 0.720. (4) The peptide sequence is TKVTFHVVGVGPLLH. The MHC is DRB3_0202 with pseudo-sequence DRB3_0202. The binding affinity (normalized) is 0.703. (5) The MHC is DRB3_0101 with pseudo-sequence DRB3_0101. The binding affinity (normalized) is 0.738. The peptide sequence is GELQIVRKIDAAFKI. (6) The peptide sequence is ASIIRLVGAVLAEQH. The MHC is HLA-DQA10102-DQB10502 with pseudo-sequence HLA-DQA10102-DQB10502. The binding affinity (normalized) is 0.305. (7) The peptide sequence is NHFFNHHKVMLLGHD. The MHC is HLA-DQA10102-DQB10502 with pseudo-sequence HLA-DQA10102-DQB10502. The binding affinity (normalized) is 0.230. (8) The peptide sequence is AAHHMVKISGGPHISY. The MHC is DRB1_0401 with pseudo-sequence DRB1_0401. The binding affinity (normalized) is 0.111. (9) The peptide sequence is TPEAKFDSFVASLTE. The MHC is DRB1_0802 with pseudo-sequence DRB1_0802. The binding affinity (normalized) is 0.384.